Task: Predict which catalyst facilitates the given reaction.. Dataset: Catalyst prediction with 721,799 reactions and 888 catalyst types from USPTO (1) Reactant: Cl[C:2]1[C:11]2[C:6](=[CH:7][C:8]([O:14][CH3:15])=[C:9]([O:12][CH3:13])[CH:10]=2)[N:5]=[CH:4][CH:3]=1.[CH3:16][C:17]([C:19]1[C:28]2[C:23](=[CH:24][CH:25]=[CH:26][CH:27]=2)[CH:22]=[CH:21][C:20]=1[OH:29])=[O:18].O. Product: [CH3:13][O:12][C:9]1[CH:10]=[C:11]2[C:6](=[CH:7][C:8]=1[O:14][CH3:15])[N:5]=[CH:4][CH:3]=[C:2]2[O:29][C:20]1[CH:21]=[CH:22][C:23]2[C:28](=[CH:27][CH:26]=[CH:25][CH:24]=2)[C:19]=1[C:17](=[O:18])[CH3:16]. The catalyst class is: 420. (2) Reactant: [Cl:1][C:2]1[N:3]=[C:4]([C:30]2[CH:35]=[CH:34][C:33]([C:36]([F:39])([F:38])[F:37])=[CH:32][C:31]=2[O:40][CH3:41])[C:5]2[C:10]([CH:11]=1)=[CH:9][C:8]([S:12]([N:15](CC1C=CC(OC)=CC=1)[C:16]1[S:17][CH:18]=[CH:19][N:20]=1)(=[O:14])=[O:13])=[CH:7][CH:6]=2.C(Cl)Cl.C(O)(C(F)(F)F)=O. Product: [Cl:1][C:2]1[N:3]=[C:4]([C:30]2[CH:35]=[CH:34][C:33]([C:36]([F:37])([F:38])[F:39])=[CH:32][C:31]=2[O:40][CH3:41])[C:5]2[C:10]([CH:11]=1)=[CH:9][C:8]([S:12]([NH:15][C:16]1[S:17][CH:18]=[CH:19][N:20]=1)(=[O:14])=[O:13])=[CH:7][CH:6]=2. The catalyst class is: 5.